This data is from Reaction yield outcomes from USPTO patents with 853,638 reactions. The task is: Predict the reaction yield, written as a fraction of the theoretical maximum amount of product (1.0 means a 100% yield; for example, 0.34 means a 34% yield). (1) The reactants are [CH3:1][C:2]([CH:5]=O)([CH3:4])[CH3:3].[CH3:7][O:8][C:9]1[C:10]([CH3:19])=[C:11]([CH:16]=[CH:17][CH:18]=1)[C:12]([NH:14][NH2:15])=[O:13]. The catalyst is CO.C(O)(=O)C. The product is [CH3:4][C:2]([CH3:1])([CH3:3])[CH:5]=[N:15][NH:14][C:12](=[O:13])[C:11]1[CH:16]=[CH:17][CH:18]=[C:9]([O:8][CH3:7])[C:10]=1[CH3:19]. The yield is 0.660. (2) The reactants are [NH2:1][C:2]1[CH:7]=[CH:6][CH:5]=[CH:4][CH:3]=1.[O-:8][C:9]#[N:10].[K+]. The catalyst is C(O)(=O)C.O. The product is [C:2]1([NH:1][C:9]([NH2:10])=[O:8])[CH:7]=[CH:6][CH:5]=[CH:4][CH:3]=1. The yield is 0.500. (3) The reactants are [C:1]([NH:4][C@H:5]1[C@@H:10]([N:11]2[CH2:15][CH2:14][C@H:13]([NH:16][C:17]([O:19][CH2:20][C:21]3[CH:26]=[CH:25][CH:24]=[CH:23][CH:22]=3)=[O:18])[C:12]2=[O:27])[CH2:9][CH2:8][C@@H:7]([NH:28]C(=O)OC(C)(C)C)[CH2:6]1)(=[O:3])[CH3:2].C(O)(C(F)(F)F)=O. The catalyst is ClCCl. The product is [C:1]([NH:4][C@@H:5]1[CH2:6][C@H:7]([NH2:28])[CH2:8][CH2:9][C@@H:10]1[N:11]1[CH2:15][CH2:14][C@H:13]([NH:16][C:17](=[O:18])[O:19][CH2:20][C:21]2[CH:22]=[CH:23][CH:24]=[CH:25][CH:26]=2)[C:12]1=[O:27])(=[O:3])[CH3:2]. The yield is 1.00. (4) The reactants are Br[C:2]1[C:10]2[C:5](=[CH:6][CH:7]=[C:8]([C:11]#[N:12])[CH:9]=2)[N:4]([CH:13]2[CH2:18][CH2:17][CH2:16][CH2:15][O:14]2)[N:3]=1.[S:19]1[CH:23]=[CH:22][C:21](B(O)O)=[CH:20]1.ClCCl.P([O-])([O-])([O-])=O.[K+].[K+].[K+]. The yield is 0.380. The catalyst is COCCOC.C1(P(C2C=CC=CC=2)[C-]2C=CC=C2)C=CC=CC=1.[C-]1(P(C2C=CC=CC=2)C2C=CC=CC=2)C=CC=C1.[Fe+2]. The product is [O:14]1[CH2:15][CH2:16][CH2:17][CH2:18][CH:13]1[N:4]1[C:5]2[C:10](=[CH:9][C:8]([C:11]#[N:12])=[CH:7][CH:6]=2)[C:2]([C:21]2[CH:22]=[CH:23][S:19][CH:20]=2)=[N:3]1. (5) The reactants are [NH2:1][C:2]1[O:6][C:5]([C@@H:7]2[CH2:13][CH2:12][C@@H:11]3[CH2:14][N:8]2[C:9](=[O:23])[N:10]3[O:15][CH2:16][C:17]2[CH:22]=[CH:21][CH:20]=[CH:19][CH:18]=2)=[N:4][N:3]=1.[CH3:24][C:25]([O:28][C:29](O[C:29]([O:28][C:25]([CH3:27])([CH3:26])[CH3:24])=[O:30])=[O:30])([CH3:27])[CH3:26].C(N(CC)CC)C. The catalyst is CN(C)C1C=CN=CC=1.CN(C=O)C. The product is [CH2:16]([O:15][N:10]1[C:9](=[O:23])[N:8]2[CH2:14][C@H:11]1[CH2:12][CH2:13][C@H:7]2[C:5]1[O:6][C:2]([NH:1][C:29](=[O:30])[O:28][C:25]([CH3:27])([CH3:26])[CH3:24])=[N:3][N:4]=1)[C:17]1[CH:22]=[CH:21][CH:20]=[CH:19][CH:18]=1. The yield is 0.607. (6) The reactants are [Br:1][C:2]1[CH:14]=[CH:13][C:12]2[C:11]3[C:6](=[CH:7][CH:8]=[CH:9][CH:10]=3)[NH:5][C:4]=2[CH:3]=1.[CH:15]([C:18]1[CH:23]=[CH:22][N:21]=[C:20](Cl)[CH:19]=1)([CH3:17])[CH3:16].N1CCC[C@H]1C(O)=O.C(=O)([O-])[O-].[K+].[K+]. The catalyst is C(OCC)(=O)C.[Cu]I.CS(C)=O. The product is [Br:1][C:2]1[CH:14]=[CH:13][C:12]2[C:11]3[C:6](=[CH:7][CH:8]=[CH:9][CH:10]=3)[N:5]([C:20]3[CH:19]=[C:18]([CH:15]([CH3:17])[CH3:16])[CH:23]=[CH:22][N:21]=3)[C:4]=2[CH:3]=1. The yield is 0.0860. (7) The reactants are [H-].[Na+].[CH3:3][CH:4]([CH3:7])[CH2:5][OH:6].[Br:8][C:9]1[N:13]2[CH:14]=[C:15]([C:21]3[CH:26]=[CH:25][C:24]([Cl:27])=[CH:23][C:22]=3[Cl:28])[C:16]([C:19]#[N:20])=[C:17](Cl)[C:12]2=[N:11][CH:10]=1. The yield is 0.630. The product is [Br:8][C:9]1[N:13]2[CH:14]=[C:15]([C:21]3[CH:26]=[CH:25][C:24]([Cl:27])=[CH:23][C:22]=3[Cl:28])[C:16]([C:19]#[N:20])=[C:17]([O:6][CH2:5][CH:4]([CH3:7])[CH3:3])[C:12]2=[N:11][CH:10]=1. The catalyst is O.